Regression. Given two drug SMILES strings and cell line genomic features, predict the synergy score measuring deviation from expected non-interaction effect. From a dataset of Merck oncology drug combination screen with 23,052 pairs across 39 cell lines. Drug 1: NC(=O)c1cccc2cn(-c3ccc(C4CCCNC4)cc3)nc12. Drug 2: Cn1c(=O)n(-c2ccc(C(C)(C)C#N)cc2)c2c3cc(-c4cnc5ccccc5c4)ccc3ncc21. Cell line: NCIH460. Synergy scores: synergy=31.7.